From a dataset of Peptide-MHC class I binding affinity with 185,985 pairs from IEDB/IMGT. Regression. Given a peptide amino acid sequence and an MHC pseudo amino acid sequence, predict their binding affinity value. This is MHC class I binding data. (1) The peptide sequence is RILHNFAYSL. The MHC is HLA-A30:01 with pseudo-sequence HLA-A30:01. The binding affinity (normalized) is 0.353. (2) The peptide sequence is FLKEKGGL. The MHC is HLA-A01:01 with pseudo-sequence HLA-A01:01. The binding affinity (normalized) is 0. (3) The peptide sequence is YFKRELKSF. The MHC is HLA-A11:01 with pseudo-sequence HLA-A11:01. The binding affinity (normalized) is 0.0847. (4) The MHC is HLA-A02:01 with pseudo-sequence HLA-A02:01. The peptide sequence is CFNPMIVEL. The binding affinity (normalized) is 0.130. (5) The peptide sequence is GEKSRCYSIY. The MHC is HLA-A24:02 with pseudo-sequence HLA-A24:02. The binding affinity (normalized) is 0. (6) The peptide sequence is NTYLFNILY. The MHC is HLA-B35:01 with pseudo-sequence HLA-B35:01. The binding affinity (normalized) is 0.144. (7) The peptide sequence is GRSLRLSCA. The MHC is HLA-A68:01 with pseudo-sequence HLA-A68:01. The binding affinity (normalized) is 0.105. (8) The peptide sequence is KRLRLIHLLH. The MHC is Mamu-B08 with pseudo-sequence Mamu-B08. The binding affinity (normalized) is 0.750.